Dataset: Full USPTO retrosynthesis dataset with 1.9M reactions from patents (1976-2016). Task: Predict the reactants needed to synthesize the given product. (1) The reactants are: [C:1]([OH:5])(=O)[CH2:2][OH:3].CN(C(ON1N=NC2C=CC=NC1=2)=[N+](C)C)C.F[P-](F)(F)(F)(F)F.[Cl:30][C:31]1[CH:57]=[CH:56][C:34]2[N:35]3[C:39]([CH2:40][NH:41][CH2:42][C:33]=2[CH:32]=1)=[N:38][N:37]=[C:36]3[C@H:43]1[CH2:48][CH2:47][C@H:46]([C:49]2[C:54]([F:55])=[CH:53][CH:52]=[CH:51][N:50]=2)[CH2:45][CH2:44]1.C(N(C(C)C)C(C)C)C. Given the product [Cl:30][C:31]1[CH:57]=[CH:56][C:34]2[N:35]3[C:39]([CH2:40][N:41]([C:1](=[O:5])[CH2:2][OH:3])[CH2:42][C:33]=2[CH:32]=1)=[N:38][N:37]=[C:36]3[C@H:43]1[CH2:48][CH2:47][C@H:46]([C:49]2[C:54]([F:55])=[CH:53][CH:52]=[CH:51][N:50]=2)[CH2:45][CH2:44]1, predict the reactants needed to synthesize it. (2) Given the product [NH2:1][C:2]1[C:7]2[CH2:8][CH2:9][N:10]([CH3:13])[CH2:11][CH2:12][C:6]=2[CH:5]=[CH:4][CH:3]=1, predict the reactants needed to synthesize it. The reactants are: [NH2:1][C:2]1[C:7]2[CH2:8][CH2:9][N:10]([CH3:13])[CH2:11][CH2:12][C:6]=2[C:5](Cl)=[CH:4][CH:3]=1.